Dataset: Catalyst prediction with 721,799 reactions and 888 catalyst types from USPTO. Task: Predict which catalyst facilitates the given reaction. (1) Reactant: [CH3:1][N:2]1[CH2:7][CH2:6][N:5]([C:8](=[O:12])[C:9]([OH:11])=O)[CH2:4][CH2:3]1.CN(C(ON1N=NC2C=CC=NC1=2)=[N+](C)C)C.F[P-](F)(F)(F)(F)F.CCN(C(C)C)C(C)C.[NH2:46][C:47]12[C:65](=[O:66])[C:64]3[C:59](=[CH:60][CH:61]=[CH:62][CH:63]=3)[C:48]1([OH:67])[O:49][C:50]1[CH:55]=[C:54]([CH:56]([CH3:58])[CH3:57])[CH:53]=[CH:52][C:51]=12. Product: [OH:67][C:48]12[C:59]3[C:64](=[CH:63][CH:62]=[CH:61][CH:60]=3)[C:65](=[O:66])[C:47]1([NH:46][C:9](=[O:11])[C:8]([N:5]1[CH2:4][CH2:3][N:2]([CH3:1])[CH2:7][CH2:6]1)=[O:12])[C:51]1[CH:52]=[CH:53][C:54]([CH:56]([CH3:58])[CH3:57])=[CH:55][C:50]=1[O:49]2. The catalyst class is: 2. (2) Reactant: [Br:1][C:2]1[CH:7]=[CH:6][CH:5]=[CH:4][C:3]=1[S:8](Cl)(=[O:10])=[O:9].[CH3:12][NH:13][CH3:14].N1C=CC=CC=1.CN(C=O)C. Product: [Br:1][C:2]1[CH:7]=[CH:6][CH:5]=[CH:4][C:3]=1[S:8]([N:13]([CH3:14])[CH3:12])(=[O:10])=[O:9]. The catalyst class is: 20. (3) Product: [CH2:22]([Sn:17]([Li:5])([CH2:13][CH2:14][CH2:15][CH3:16])[CH2:18][CH2:19][CH2:20][CH3:21])[CH2:23][CH2:24][CH3:25]. Reactant: C([Li:5])CCC.C(NC(C)C)(C)C.[CH2:13]([SnH:17]([CH2:22][CH2:23][CH2:24][CH3:25])[CH2:18][CH2:19][CH2:20][CH3:21])[CH2:14][CH2:15][CH3:16]. The catalyst class is: 1. (4) Reactant: Cl[C:2]1[CH:3]=[C:4]([C:8]([Cl:11])=[CH:9][N:10]=1)[C:5]([OH:7])=[O:6].[H-].[Na+].[SH:14][CH2:15][CH2:16][NH:17][C:18](=[O:24])[O:19][C:20]([CH3:23])([CH3:22])[CH3:21]. Product: [C:20]([O:19][C:18]([NH:17][CH2:16][CH2:15][S:14][C:2]1[CH:3]=[C:4]([C:8]([Cl:11])=[CH:9][N:10]=1)[C:5]([OH:7])=[O:6])=[O:24])([CH3:23])([CH3:22])[CH3:21]. The catalyst class is: 9. (5) Reactant: [S:1]1[CH:5]=[CH:4][CH:3]=[C:2]1[CH2:6][NH:7][C:8]([C:10]1[N:11]=[C:12]2[C:17]([C:18]([F:21])([F:20])[F:19])=[CH:16][C:15]([C:22](=[NH:25])[NH:23][OH:24])=[CH:14][N:13]2[C:26]=1[Cl:27])=[O:9].[C:28](N1C=CN=C1)(N1C=CN=C1)=[O:29]. Product: [S:1]1[CH:5]=[CH:4][CH:3]=[C:2]1[CH2:6][NH:7][C:8]([C:10]1[N:11]=[C:12]2[C:17]([C:18]([F:20])([F:21])[F:19])=[CH:16][C:15]([C:22]3[NH:25][C:28](=[O:29])[O:24][N:23]=3)=[CH:14][N:13]2[C:26]=1[Cl:27])=[O:9]. The catalyst class is: 12. (6) Reactant: [N:1]1([CH2:7][CH2:8][C:9]2[N:13]3[CH:14]=[CH:15][CH:16]=[CH:17][C:12]3=[CH:11][N:10]=2)[CH2:6][CH2:5][O:4][CH2:3][CH2:2]1.[F:18][C:19]([F:30])([F:29])[C:20](O[C:20](=[O:21])[C:19]([F:30])([F:29])[F:18])=[O:21].C(=O)([O-])[O-].[K+].[K+]. Product: [F:18][C:19]([F:30])([F:29])[C:20]([C:11]1[N:10]=[C:9]([CH2:8][CH2:7][N:1]2[CH2:2][CH2:3][O:4][CH2:5][CH2:6]2)[N:13]2[CH:14]=[CH:15][CH:16]=[CH:17][C:12]=12)=[O:21]. The catalyst class is: 3. (7) Product: [C:1]([O:5][C:6](=[O:22])[NH:7][C:8]1[CH:13]=[CH:12][C:11]([C:14]2[CH:18]=[CH:17][S:16][CH:15]=2)=[CH:10][C:9]=1[NH2:19])([CH3:4])([CH3:2])[CH3:3]. Reactant: [C:1]([O:5][C:6](=[O:22])[NH:7][C:8]1[CH:13]=[CH:12][C:11]([C:14]2[CH:18]=[CH:17][S:16][CH:15]=2)=[CH:10][C:9]=1[N+:19]([O-])=O)([CH3:4])([CH3:3])[CH3:2]. The catalyst class is: 181. (8) Reactant: Cl[C:2]1[CH:11]=[N:10][C:9]2[C:4](=[CH:5][CH:6]=[C:7]([N+:12]([O-:14])=[O:13])[CH:8]=2)[N:3]=1.[NH:15]1[CH2:20][CH2:19][O:18][CH2:17][CH2:16]1. Product: [O:18]1[CH2:19][CH2:20][N:15]([C:2]2[CH:11]=[N:10][C:9]3[C:4](=[CH:5][CH:6]=[C:7]([N+:12]([O-:14])=[O:13])[CH:8]=3)[N:3]=2)[CH2:16][CH2:17]1. The catalyst class is: 1.